This data is from Forward reaction prediction with 1.9M reactions from USPTO patents (1976-2016). The task is: Predict the product of the given reaction. (1) Given the reactants [CH2:1]1[C:4]2([CH2:9][CH2:8][CH2:7][N:6](C(OC(C)(C)C)=O)[CH2:5]2)[CH2:3][O:2]1.[F:17][C:18]([F:23])([F:22])[C:19]([OH:21])=[O:20], predict the reaction product. The product is: [F:17][C:18]([F:23])([F:22])[C:19]([OH:21])=[O:20].[CH2:1]1[C:4]2([CH2:9][CH2:8][CH2:7][NH:6][CH2:5]2)[CH2:3][O:2]1. (2) Given the reactants [C:1]([C:3]1[CH:8]=[CH:7][C:6]([NH:9][CH:10]2[CH2:15][CH2:14][CH:13]([O:16][CH2:17][C:18]([N:20]3[CH2:25][CH2:24][N:23]([C:26]4[CH:35]=[CH:34][C:33]5[C:28](=[CH:29][CH:30]=[C:31]([C:36]([F:39])([F:38])[F:37])[CH:32]=5)[N:27]=4)[CH2:22][CH2:21]3)=[O:19])[CH2:12][CH2:11]2)=[CH:5][C:4]=1[C:40]([F:43])([F:42])[F:41])#[N:2].[H-].[Na+].I[CH3:47], predict the reaction product. The product is: [CH3:47][N:9]([C:6]1[CH:7]=[CH:8][C:3]([C:1]#[N:2])=[C:4]([C:40]([F:42])([F:43])[F:41])[CH:5]=1)[CH:10]1[CH2:15][CH2:14][CH:13]([O:16][CH2:17][C:18]([N:20]2[CH2:21][CH2:22][N:23]([C:26]3[CH:35]=[CH:34][C:33]4[C:28](=[CH:29][CH:30]=[C:31]([C:36]([F:37])([F:38])[F:39])[CH:32]=4)[N:27]=3)[CH2:24][CH2:25]2)=[O:19])[CH2:12][CH2:11]1. (3) Given the reactants [NH2:1][CH2:2][CH:3]([NH2:5])[CH3:4].Br[C:7]1[C:12]([CH3:13])=[C:11]([CH3:14])[C:10]([CH3:15])=[C:9]([CH3:16])[C:8]=1[CH3:17].CC(C)([O-])C.[Na+].O, predict the reaction product. The product is: [CH3:17][C:8]1[C:9]([CH3:16])=[C:10]([CH3:15])[C:11]([CH3:14])=[C:12]([CH3:13])[C:7]=1[NH:1][CH2:2][CH:3]([NH2:5])[CH3:4]. (4) Given the reactants [Br:1][C:2]1[CH:3]=[C:4]([CH2:9]/[CH:10]=[CH:11]/[C:12]([O:14][CH3:15])=[O:13])[CH:5]=[CH:6][C:7]=1[F:8].O.[BH4-].[Na+], predict the reaction product. The product is: [Br:1][C:2]1[CH:3]=[C:4]([CH2:9][CH2:10][CH2:11][C:12]([O:14][CH3:15])=[O:13])[CH:5]=[CH:6][C:7]=1[F:8]. (5) Given the reactants [Cl:1][C:2]1[N:7]=[C:6]([C:8]2[C:13]([CH3:14])=[CH:12][C:11]([CH3:15])=[CH:10][N:9]=2)[CH:5]=[CH:4][CH:3]=1.C1C(=O)N([Cl:23])C(=O)C1, predict the reaction product. The product is: [Cl:23][C:5]1[C:6]([C:8]2[C:13]([CH3:14])=[CH:12][C:11]([CH3:15])=[CH:10][N:9]=2)=[N:7][C:2]([Cl:1])=[CH:3][CH:4]=1.